This data is from Reaction yield outcomes from USPTO patents with 853,638 reactions. The task is: Predict the reaction yield, written as a fraction of the theoretical maximum amount of product (1.0 means a 100% yield; for example, 0.34 means a 34% yield). (1) The reactants are [CH3:1][C:2]([CH2:26][CH3:27])=[CH:3][C:4]1[CH:12]=[CH:11][CH:10]=[C:9]2[C:5]=1[C:6](=[N:14][NH:15][C:16]1[CH:21]=[CH:20][C:19]([S:22]([NH2:25])(=[O:24])=[O:23])=[CH:18][CH:17]=1)[C:7](=[O:13])[NH:8]2.CC(=CC)CC1C=CC=C2C=1C(=NNC1C=CC(S(N)(=O)=O)=CC=1)C(=O)N2. No catalyst specified. The product is [CH3:1][CH:2]([CH2:26][CH3:27])[CH2:3][C:4]1[CH:12]=[CH:11][CH:10]=[C:9]2[C:5]=1[C:6](=[N:14][NH:15][C:16]1[CH:21]=[CH:20][C:19]([S:22]([NH2:25])(=[O:24])=[O:23])=[CH:18][CH:17]=1)[C:7](=[O:13])[NH:8]2. The yield is 0.790. (2) The reactants are [OH:1][CH2:2][C:3]([CH2:9][O:10][CH3:11])([CH:6]([CH3:8])[CH3:7])[CH2:4]O.[C:12]1(=[O:18])[CH2:17][CH2:16][CH2:15][CH2:14][CH2:13]1.C1(C)C=CC(S(O)(=O)=O)=CC=1.C(=O)([O-])O.[Na+]. The catalyst is CN(C)C=O. The product is [CH:6]([C:3]1([CH2:9][O:10][CH3:11])[CH2:2][O:1][C:12]2([CH2:17][CH2:16][CH2:15][CH2:14][CH2:13]2)[O:18][CH2:4]1)([CH3:8])[CH3:7]. The yield is 0.870. (3) The reactants are [NH2:1][C:2]1[CH:3]=[C:4]([C:8]2[CH:16]=[CH:15][C:14]([C:17]([NH2:19])=[O:18])=[C:13]3[C:9]=2[CH:10]=[C:11]([CH2:20][CH2:21][OH:22])[NH:12]3)[CH:5]=[CH:6][CH:7]=1.CCN=C=NCCCN(C)C.[C:34](O)(=[O:37])[CH:35]=[CH2:36]. The catalyst is N1C=CC=CC=1. The product is [C:34]([NH:1][C:2]1[CH:3]=[C:4]([C:8]2[CH:16]=[CH:15][C:14]([C:17]([NH2:19])=[O:18])=[C:13]3[C:9]=2[CH:10]=[C:11]([CH2:20][CH2:21][OH:22])[NH:12]3)[CH:5]=[CH:6][CH:7]=1)(=[O:37])[CH:35]=[CH2:36]. The yield is 0.100. (4) The reactants are [NH:1]1[CH2:4][CH:3]([NH:5][C:6]2[N:7]=[N:8][C:9]([Cl:12])=[CH:10][CH:11]=2)[CH2:2]1.[F:13][C:14]1[CH:22]=[CH:21][C:20]([CH:23]=[O:24])=[CH:19][C:15]=1[C:16](O)=[O:17].F[P-](F)(F)(F)(F)F.N1(OC(N(C)C)=[N+](C)C)C2C=CC=CC=2N=N1.C(N(CC)C(C)C)(C)C. No catalyst specified. The product is [Cl:12][C:9]1[N:8]=[N:7][C:6]([NH:5][CH:3]2[CH2:2][N:1]([C:16]([C:15]3[CH:19]=[C:20]([CH:21]=[CH:22][C:14]=3[F:13])[CH:23]=[O:24])=[O:17])[CH2:4]2)=[CH:11][CH:10]=1. The yield is 0.510. (5) The reactants are FC(F)(F)C(O)=O.[Cl:8][C:9]1[C:10]([F:39])=[C:11]([CH:15]2[C:19]([C:22]3[CH:27]=[CH:26][C:25]([Cl:28])=[CH:24][C:23]=3[F:29])([C:20]#[N:21])[CH:18]([CH2:30][C:31]([CH3:35])([CH3:34])[CH:32]=[CH2:33])[NH:17][CH:16]2[C:36](O)=[O:37])[CH:12]=[CH:13][CH:14]=1.[CH3:40][C:41]1([CH3:49])[O:45][C@@H:44]([CH2:46][CH2:47][NH2:48])[CH2:43][O:42]1.CN(C(ON1N=NC2C=CC=NC1=2)=[N+](C)C)C.F[P-](F)(F)(F)(F)F.CCN(C(C)C)C(C)C. The catalyst is C(Cl)Cl. The product is [CH3:40][C:41]1([CH3:49])[O:45][C@@H:44]([CH2:46][CH2:47][NH:48][C:36]([CH:16]2[CH:15]([C:11]3[CH:12]=[CH:13][CH:14]=[C:9]([Cl:8])[C:10]=3[F:39])[C:19]([C:22]3[CH:27]=[CH:26][C:25]([Cl:28])=[CH:24][C:23]=3[F:29])([C:20]#[N:21])[CH:18]([CH2:30][C:31]([CH3:35])([CH3:34])[CH:32]=[CH2:33])[NH:17]2)=[O:37])[CH2:43][O:42]1. The yield is 0.800.